Dataset: Drug-target binding data from BindingDB using IC50 measurements. Task: Regression. Given a target protein amino acid sequence and a drug SMILES string, predict the binding affinity score between them. We predict pIC50 (pIC50 = -log10(IC50 in M); higher means more potent). Dataset: bindingdb_ic50. (1) The small molecule is O=C1/C(=C/c2ccc(O)cc2)CCC/C1=C\c1ccc(O)cc1. The target protein (P16232) has sequence MKKYLLPVLVLCLGYYYSTNEEFRPEMLQGKKVIVTGASKGIGREMAYHLSKMGAHVVLTARSEEGLQKVVSRCLELGAASAHYIAGTMEDMAFAERFVVEAGKLLGGLDMLILNHITQTTMSLFHDDIHSVRRSMEVNFLSYVVLSTAALPMLKQSNGSIAIISSMAGKMTQPLIASYSASKFALDGFFSTIRKEHLMTKVNVSITLCVLGFIDTETALKETSGIILSQAAPKEECALEIIKGTVLRKDEVYYDKSSWTPLLLGNPGRRIMEFLSLRSYNRDLFVSN. The pIC50 is 6.2. (2) The compound is COc1cccc(C(CC(=O)O)c2ccc(C)c(CN3C[C@@H](C)Oc4ccccc4S3(=O)=O)c2)c1. The target protein sequence is APKVGRLIYTAGGYFRQSLSYLEAYNPSDGTWLRLADLQVPRSGLAGCVVGGLLYAVGGRNNSPDGNTDSSALDCYNPMTNQWSPCAPMSVPRNRIGVGVIDGHIYAVGGSHGCIHHNSVERYEPERDEWHLVAPMLTRRIGVGVAVLNRLLYAVGGFDGTNRLNSAECYYPERNEWRMITAMNTIRSGAGVCVLHNCIYAAGGYDGQDQLNSVERYDVETETWTFVAPMKHRRSALGITVHQGRIYVLGGYDGHTFLDSVECYDPDTDTWSEVTRMTSGRSGVGVAVT. The pIC50 is 6.3. (3) The target protein (P34949) has sequence MAAPRVFPLSCAVQQYAWGKMGSNSEVARLLASSDPLAQIAEDKPYAELWMGTHPRGDAKILDNRISQKTLSQWIAENQDSLGSKVKDTFNGNLPFLFKVLSVETPLSIQAHPNKELAEKLHLQAPQHYPDANHKPEMAIALTPFQGLCGFRPVEEIVTFLKKVPEFQFLIGDEAATHLKQTMSHDSQAVASSLQSCFSHLMKSEKKVVVEQLNLLVKRISQQAAAGNNMEDIFGELLLQLHQQYPGDIGCFAIYFLNLLTLKPGEAMFLEANVPHAYLKGDCVECMACSDNTVRAGLTPKFIDVPTLCEMLSYTPSSSKDRLFLPTRSQEDPYLSIYDPPVPDFTIMKTEVPGSVTEYKVLALDSASILLMVQGTVIASTPTTQTPIPLQRGGVLFIGANESVSLKLTEPKDLLIFRACCLL. The small molecule is CC(C)N(C(=O)Nc1ccc2nccnc2c1)C(C)C. The pIC50 is 4.3. (4) The small molecule is COCCN(C(=O)Nc1ccc(-c2ncnc3[nH]c(C)c(C)c23)cc1F)c1ccc(Cl)cc1. The pIC50 is 6.6. The target protein (P53669) has sequence MRLTLLCCTWREERMGEEGSELPVCASCSQSIYDGQYLQALNADWHADCFRCCECSTSLSHQYYEKDGQLFCKKDYWARYGESCHGCSEHITKGLVMVGGELKYHPECFICLACGNFIGDGDTYTLVEHSKLYCGQCYYQTVVTPVIEQILPDSPGSHLPHTVTLVSIPASAHGKRGLSVSIDPPHGPPGCGTEHSHTVRVQGVDPGCMSPDVKNSIHIGDRILEINGTPIRNVPLDEIDLLIQETSRLLQLTLEHDPHDSLGHGPVSDPSPLASPVHTPSGQAGSSARQKPVLRSCSIDTSPGAGSLVSPASQRKDLGRSESLRVVCRPHRIFRPSDLIHGEVLGKGCFGQAIKVTHRETGEVMVMKELIRFDEETQRTFLKEVKVMRCLEHPNVLKFIGVLYKDKRLNFITEYIKGGTLRGIIKSMDSQYPWSQRVSFAKDIASGMAYLHSMNIIHRDLNSHNCLVRENRNVVVADFGLARLMIDEKGQSEDLRSLKK.... (5) The small molecule is Nc1ccccc1-c1nnc(C(=O)NCc2ccc(C(F)(F)F)c(F)c2)o1. The target protein (P25779) has sequence MSGWARALLLAAVLVVMACLVPAATASLHAEETLTSQFAEFKQKHGRVYESAAEEAFRLSVFRENLFLARLHAAANPHATFGVTPFSDLTREEFRSRYHNGAAHFAAAQERARVPVKVEVVGAPAAVDWRARGAVTAVKDQGQCGSCWAFSAIGNVECQWFLAGHPLTNLSEQMLVSCDKTDSGCSGGLMNNAFEWIVQENNGAVYTEDSYPYASGEGISPPCTTSGHTVGATITGHVELPQDEAQIAAWLAVNGPVAVAVDASSWMTYTGGVMTSCVSEQLDHGVLLVGYNDSAAVPYWIIKNSWTTQWGEEGYIRIAKGSNQCLVKEEASSAVVGGPGPTPEPTTTTTTSAPGPSPSYFVQMSCTDAACIVGCENVTLPTGQCLLTTSGVSAIVTCGAETLTEEVFLTSTHCSGPSVRSSVPLNKCNRLLRGSVEFFCGSSSSGRLADVDRQRRHQPYHSRHRRL. The pIC50 is 5.0. (6) The drug is CC(=O)N[C@@H](Cc1ccc(OP(=O)(O)O)cc1)C(=O)N[C@@H](CCC(N)=O)C(=O)N(CC(=O)N[C@@H](CC(C)C)C(N)=O)Cc1ccccc1. The target protein (P29353) has sequence MDLLPPKPKYNPLRNESLSSLEEGASGSTPPEELPSPSASSLGPILPPLPGDDSPTTLCSFFPRMSNLRLANPAGGRPGSKGEPGRAADDGEGIVGAAMPDSGPLPLLQDMNKLSGGGGRRTRVEGGQLGGEEWTRHGSFVNKPTRGWLHPNDKVMGPGVSYLVRYMGCVEVLQSMRALDFNTRTQVTREAISLVCEAVPGAKGATRRRKPCSRPLSSILGRSNLKFAGMPITLTVSTSSLNLMAADCKQIIANHHMQSISFASGGDPDTAEYVAYVAKDPVNQRACHILECPEGLAQDVISTIGQAFELRFKQYLRNPPKLVTPHDRMAGFDGSAWDEEEEEPPDHQYYNDFPGKEPPLGGVVDMRLREGAAPGAARPTAPNAQTPSHLGATLPVGQPVGGDPEVRKQMPPPPPCPGRELFDDPSYVNVQNLDKARQAVGGAGPPNPAINGSAPRDLFDMKPFEDALRVPPPPQSVSMAEQLRGEPWFHGKLSRREAEA.... The pIC50 is 4.7.